This data is from Catalyst prediction with 721,799 reactions and 888 catalyst types from USPTO. The task is: Predict which catalyst facilitates the given reaction. (1) Reactant: Cl.[OH:2][NH:3][C:4]([C@H:6]1[C:11]([CH3:13])([CH3:12])[S:10][CH2:9][CH2:8][N:7]1[S:14]([C:17]1[CH:38]=[CH:37][C:20]([O:21][CH:22](C)[C:23]#[C:24][CH2:25][CH2:26][CH2:27][NH:28]C(=O)OC(C)(C)C)=[CH:19][CH:18]=1)(=[O:16])=[O:15])=[O:5]. Product: [NH2:28][CH2:27][CH2:26][CH2:25][C:24]#[C:23][CH2:22][O:21][C:20]1[CH:37]=[CH:38][C:17]([S:14]([N:7]2[CH2:8][CH2:9][S:10][C:11]([CH3:12])([CH3:13])[C@@H:6]2[C:4]([NH:3][OH:2])=[O:5])(=[O:15])=[O:16])=[CH:18][CH:19]=1. The catalyst class is: 98. (2) Reactant: [CH2:1]([O:8][C:9]1[CH:10]=[C:11](F)[C:12]([N+:22]([O-:24])=[O:23])=[C:13]([N:15]2[CH:19]=[C:18]([CH3:20])[N:17]=[C:16]2[Br:21])[CH:14]=1)[C:2]1[CH:7]=[CH:6][CH:5]=[CH:4][CH:3]=1.[OH-:26].[K+].[CH3:28]O. Product: [CH2:1]([O:8][C:9]1[CH:10]=[C:11]([O:26][CH3:28])[C:12]([N+:22]([O-:24])=[O:23])=[C:13]([N:15]2[CH:19]=[C:18]([CH3:20])[N:17]=[C:16]2[Br:21])[CH:14]=1)[C:2]1[CH:7]=[CH:6][CH:5]=[CH:4][CH:3]=1. The catalyst class is: 6.